Regression. Given a peptide amino acid sequence and an MHC pseudo amino acid sequence, predict their binding affinity value. This is MHC class I binding data. From a dataset of Peptide-MHC class I binding affinity with 185,985 pairs from IEDB/IMGT. (1) The peptide sequence is AFMATNKAY. The MHC is HLA-A02:16 with pseudo-sequence HLA-A02:16. The binding affinity (normalized) is 0.0847. (2) The peptide sequence is AVFPRYHPR. The MHC is HLA-A31:01 with pseudo-sequence HLA-A31:01. The binding affinity (normalized) is 0.853. (3) The MHC is Mamu-B03 with pseudo-sequence Mamu-B03. The peptide sequence is RWRGWYTY. The binding affinity (normalized) is 0.130. (4) The peptide sequence is VFSRMETKL. The MHC is Patr-A0701 with pseudo-sequence Patr-A0701. The binding affinity (normalized) is 0.509. (5) The MHC is HLA-B44:02 with pseudo-sequence HLA-B44:02. The binding affinity (normalized) is 0.155. The peptide sequence is GEPKESTPM. (6) The peptide sequence is YLIPFIWFV. The MHC is HLA-A02:19 with pseudo-sequence HLA-A02:19. The binding affinity (normalized) is 0.503.